Dataset: Forward reaction prediction with 1.9M reactions from USPTO patents (1976-2016). Task: Predict the product of the given reaction. (1) Given the reactants C(Cl)(Cl)Cl.[CH3:5][O:6][C:7]1[CH:12]=[CH:11][C:10]([CH:13]2[C:17]([OH:18])=[C:16]([C:19]([CH3:21])=[O:20])[CH2:15][S:14]2)=[CH:9][CH:8]=1.S(Cl)(Cl)(=O)=O, predict the reaction product. The product is: [CH3:5][O:6][C:7]1[CH:8]=[CH:9][C:10]([C:13]2[S:14][CH:15]=[C:16]([C:19]([CH3:21])=[O:20])[C:17]=2[OH:18])=[CH:11][CH:12]=1. (2) Given the reactants ClC1C=CC(C(=O)[CH2:9][NH:10][C:11](=[O:35])[CH2:12][CH:13]([CH2:18][N:19]2[CH2:24][CH2:23][CH2:22][CH:21]([C:25]3[CH:30]=[CH:29][CH:28]=[C:27]([C:31]([F:34])([F:33])[F:32])[CH:26]=3)[CH2:20]2)[C:14]([F:17])([F:16])[F:15])=CC=1.O=P(Cl)(Cl)[Cl:39].[C:42]1([CH3:48])[CH:47]=[CH:46][CH:45]=[CH:44][CH:43]=1.C([O-])([O-])=O.[Na+].[Na+], predict the reaction product. The product is: [Cl:39][C:45]1[CH:46]=[CH:47][C:42]([C:48]2[O:35][C:11]([CH2:12][CH:13]([C:14]([F:17])([F:15])[F:16])[CH2:18][N:19]3[CH2:24][CH2:23][CH2:22][CH:21]([C:25]4[CH:30]=[CH:29][CH:28]=[C:27]([C:31]([F:32])([F:33])[F:34])[CH:26]=4)[CH2:20]3)=[N:10][CH:9]=2)=[CH:43][CH:44]=1. (3) Given the reactants [C:1]12([NH:6][C:7]([C:9]3[CH:10]=[C:11]([C:16]4[C:17]([CH2:36][C:37]([OH:39])=O)=[CH:18][C:19]5[O:23][C:22]([C:24]6[CH:29]=[CH:28][C:27]([F:30])=[CH:26][CH:25]=6)=[C:21]([C:31](=[O:34])[NH:32][CH3:33])[C:20]=5[CH:35]=4)[CH:12]=[CH:13][C:14]=3[F:15])=[O:8])[CH2:5][CH:3]([CH2:4]1)[CH2:2]2.Cl.CN.C[CH2:44][N:45](C(C)C)C(C)C.CN(C(ON1N=NC2C=CC=NC1=2)=[N+](C)C)C.F[P-](F)(F)(F)(F)F, predict the reaction product. The product is: [C:1]12([NH:6][C:7]([C:9]3[CH:10]=[C:11]([C:16]4[C:17]([CH2:36][C:37]([NH:45][CH3:44])=[O:39])=[CH:18][C:19]5[O:23][C:22]([C:24]6[CH:25]=[CH:26][C:27]([F:30])=[CH:28][CH:29]=6)=[C:21]([C:31]([NH:32][CH3:33])=[O:34])[C:20]=5[CH:35]=4)[CH:12]=[CH:13][C:14]=3[F:15])=[O:8])[CH2:5][CH:3]([CH2:4]1)[CH2:2]2. (4) Given the reactants [Cl:1][C:2]1[CH:10]=[C:9]2[C:5]([C:6]([CH2:18][CH2:19]O)=[C:7]([Si:11]([CH2:16][CH3:17])([CH2:14][CH3:15])[CH2:12][CH3:13])[NH:8]2)=[CH:4][C:3]=1[CH3:21].C1(P(C2C=CC=CC=2)C2C=CC=CC=2)C=CC=CC=1.[Br:41]C(Br)(Br)Br, predict the reaction product. The product is: [Br:41][CH2:19][CH2:18][C:6]1[C:5]2[C:9](=[CH:10][C:2]([Cl:1])=[C:3]([CH3:21])[CH:4]=2)[NH:8][C:7]=1[Si:11]([CH2:16][CH3:17])([CH2:14][CH3:15])[CH2:12][CH3:13].